From a dataset of Catalyst prediction with 721,799 reactions and 888 catalyst types from USPTO. Predict which catalyst facilitates the given reaction. (1) Reactant: [NH2:1][CH:2]1[N:8]=[C:7]([C:9]2[CH:14]=[CH:13][CH:12]=[CH:11][CH:10]=2)[C:6]2[CH:15]=[C:16]([Cl:19])[CH:17]=[CH:18][C:5]=2[N:4]([CH3:20])[C:3]1=[O:21].[N:22]([C:25]1[C:34]2[C:29](=[CH:30][CH:31]=[CH:32][CH:33]=2)[C:28]([N:35]([CH3:37])[CH3:36])=[CH:27][CH:26]=1)=[C:23]=[S:24]. Product: [Cl:19][C:16]1[CH:17]=[CH:18][C:5]2[N:4]([CH3:20])[C:3](=[O:21])[CH:2]([NH:1][C:23]([NH:22][C:25]3[C:34]4[C:29](=[CH:30][CH:31]=[CH:32][CH:33]=4)[C:28]([N:35]([CH3:37])[CH3:36])=[CH:27][CH:26]=3)=[S:24])[N:8]=[C:7]([C:9]3[CH:10]=[CH:11][CH:12]=[CH:13][CH:14]=3)[C:6]=2[CH:15]=1. The catalyst class is: 68. (2) Reactant: CS([O:5][CH:6]([CH2:16][O:17][C:18]1[CH:19]=[C:20]2[C:25](=[CH:26][CH:27]=1)[CH2:24][N:23]([S:28]([CH3:31])(=[O:30])=[O:29])[CH2:22][CH2:21]2)[CH2:7][O:8][CH2:9][C:10]1[CH:15]=[CH:14][CH:13]=[CH:12][CH:11]=1)(=O)=O.O[C:33]1[CH:38]=[CH:37][N:36]=[CH:35][CH:34]=1.ClC1C=C(OC2CCN(C3N=CC(CC)=CN=3)CC2)C=CN=1. Product: [CH2:9]([O:8][CH2:7][CH:6]([O:5][C:33]1[CH:38]=[CH:37][N:36]=[CH:35][CH:34]=1)[CH2:16][O:17][C:18]1[CH:19]=[C:20]2[C:25](=[CH:26][CH:27]=1)[CH2:24][N:23]([S:28]([CH3:31])(=[O:30])=[O:29])[CH2:22][CH2:21]2)[C:10]1[CH:15]=[CH:14][CH:13]=[CH:12][CH:11]=1. The catalyst class is: 10. (3) Reactant: Cl.[NH2:2][OH:3].C([O-])(=O)C.[Na+].[CH:9]1([C:15]([C:17]2[CH:22]=[CH:21][CH:20]=[CH:19][CH:18]=2)=O)[CH2:14][CH2:13][CH2:12][CH2:11][CH2:10]1. Product: [CH:9]1([C:15]([C:17]2[CH:22]=[CH:21][CH:20]=[CH:19][CH:18]=2)=[N:2][OH:3])[CH2:14][CH2:13][CH2:12][CH2:11][CH2:10]1. The catalyst class is: 5. (4) The catalyst class is: 1. Product: [C:1]([C:3]1[CH:4]=[N:5][C:6]2[C:11]([CH:12]=1)=[CH:10][C:9]([O:13][CH:14]([S:25][CH3:26])[C:15]([NH:17][C:18]([CH3:21])([CH2:19][O:20][CH2:30][C:29]#[CH:28])[CH2:22][O:23][CH3:24])=[O:16])=[CH:8][C:7]=2[CH3:27])#[CH:2]. Reactant: [C:1]([C:3]1[CH:4]=[N:5][C:6]2[C:11]([CH:12]=1)=[CH:10][C:9]([O:13][CH:14]([S:25][CH3:26])[C:15]([NH:17][C:18]([CH2:22][O:23][CH3:24])([CH3:21])[CH2:19][OH:20])=[O:16])=[CH:8][C:7]=2[CH3:27])#[CH:2].[CH2:28](Br)[C:29]#[CH:30].[H-].[Na+]. (5) Reactant: Br[C:2]1[CH:3]=[C:4]([CH:6]=[C:7]([Br:9])[CH:8]=1)[NH2:5].C([Sn](CCCC)(CCCC)[C:15]1[N:20]=[CH:19][CH:18]=[CH:17][N:16]=1)CCC. Product: [N:16]1[CH:17]=[CH:18][CH:19]=[N:20][C:15]=1[C:2]1[CH:3]=[C:4]([CH:6]=[C:7]([C:15]2[N:16]=[CH:17][CH:18]=[CH:19][N:20]=2)[CH:8]=1)[NH2:5].[Br:9][C:7]1[CH:6]=[C:4]([CH:3]=[C:2]([C:15]2[N:20]=[CH:19][CH:18]=[CH:17][N:16]=2)[CH:8]=1)[NH2:5]. The catalyst class is: 109. (6) Reactant: [CH2:1]([N:4]([CH2:10][C:11]1[CH:16]=[CH:15][CH:14]=[CH:13][CH:12]=1)[CH2:5][C:6](OC)=[O:7])[CH:2]=[CH2:3].C1([Mg]Cl)CCCC1. Product: [CH2:10]([N:4]1[CH2:1][C@H:2]2[C@:6]([OH:7])([CH2:3]2)[CH2:5]1)[C:11]1[CH:16]=[CH:15][CH:14]=[CH:13][CH:12]=1. The catalyst class is: 1. (7) The catalyst class is: 353. Product: [CH2:1]([O:8][C:9]1[CH:14]=[C:13]([N:15]([CH2:17][CH2:18][OH:19])[CH3:16])[CH:12]=[CH:11][C:10]=1[CH:20]=[CH:21][C:22]1[S:26][C:25]([CH:27]=[CH:36][C:35]2[C:34]([C:41]3[CH:46]=[CH:45][CH:44]=[CH:43][CH:42]=3)([C:37]([F:40])([F:38])[F:39])[O:33][C:32](=[C:47]([C:50]#[N:51])[C:48]#[N:49])[C:31]=2[C:29]#[N:30])=[CH:24][CH:23]=1)[C:2]1[CH:3]=[CH:4][CH:5]=[CH:6][CH:7]=1. Reactant: [CH2:1]([O:8][C:9]1[CH:14]=[C:13]([N:15]([CH2:17][CH2:18][OH:19])[CH3:16])[CH:12]=[CH:11][C:10]=1[CH:20]=[CH:21][C:22]1[S:26][C:25]([CH:27]=O)=[CH:24][CH:23]=1)[C:2]1[CH:7]=[CH:6][CH:5]=[CH:4][CH:3]=1.[C:29]([C:31]1[C:32](=[C:47]([C:50]#[N:51])[C:48]#[N:49])[O:33][C:34]([C:41]2[CH:46]=[CH:45][CH:44]=[CH:43][CH:42]=2)([C:37]([F:40])([F:39])[F:38])[C:35]=1[CH3:36])#[N:30]. (8) Reactant: [Br:1][C:2]1[CH:3]=[CH:4][C:5]([OH:10])=[C:6]([CH:9]=1)[CH:7]=[O:8].[H-].[Na+].Br[CH2:14][C:15]([O:17][CH2:18][CH3:19])=[O:16].Cl. Product: [CH2:18]([O:17][C:15](=[O:16])[CH2:14][O:10][C:5]1[CH:4]=[CH:3][C:2]([Br:1])=[CH:9][C:6]=1[CH:7]=[O:8])[CH3:19]. The catalyst class is: 3. (9) The catalyst class is: 34. Product: [CH3:1][O:2][C:3]1[CH:8]=[CH:7][C:6]([NH:9][C:15](=[O:16])[CH2:14][CH2:13][Cl:12])=[CH:5][CH:4]=1. Reactant: [CH3:1][O:2][C:3]1[CH:8]=[CH:7][C:6]([NH2:9])=[CH:5][CH:4]=1.[OH-].[Na+].[Cl:12][CH2:13][CH2:14][C:15](Cl)=[O:16].Cl.